From a dataset of Forward reaction prediction with 1.9M reactions from USPTO patents (1976-2016). Predict the product of the given reaction. (1) Given the reactants C1(P(C2C=CC=CC=2)C2C=CC=CC=2)C=CC=CC=1.N(C(OC(C)C)=O)=NC(OC(C)C)=O.[N:34]1[CH:39]=[CH:38][CH:37]=[C:36]([CH2:40][CH2:41][CH2:42]O)[CH:35]=1.[Cl:44][C:45]1[CH:50]=[CH:49][C:48]([NH:51][S:52]([C:55]2[CH:60]=[CH:59][C:58]([O:61][CH3:62])=[C:57]([O:63][CH3:64])[CH:56]=2)(=[O:54])=[O:53])=[C:47]([CH2:65][C:66]2[C:71]([F:72])=[CH:70][CH:69]=[CH:68][C:67]=2[F:73])[CH:46]=1, predict the reaction product. The product is: [Cl:44][C:45]1[CH:50]=[CH:49][C:48]([N:51]([CH2:42][CH2:41][CH2:40][C:36]2[CH:35]=[N:34][CH:39]=[CH:38][CH:37]=2)[S:52]([C:55]2[CH:60]=[CH:59][C:58]([O:61][CH3:62])=[C:57]([O:63][CH3:64])[CH:56]=2)(=[O:53])=[O:54])=[C:47]([CH2:65][C:66]2[C:71]([F:72])=[CH:70][CH:69]=[CH:68][C:67]=2[F:73])[CH:46]=1. (2) Given the reactants Cl[CH2:2][C:3]1[CH:18]=[CH:17][C:6]2[S:7][CH:8]=[C:9]([C:10]3[CH:15]=[CH:14][CH:13]=[CH:12][C:11]=3[CH3:16])[C:5]=2[CH:4]=1.[OH:19][C:20]1[CH:25]=[CH:24][C:23]([CH:26]([C:32]#[C:33][CH3:34])[CH2:27][C:28]([O:30][CH3:31])=[O:29])=[CH:22][CH:21]=1, predict the reaction product. The product is: [CH3:16][C:11]1[CH:12]=[CH:13][CH:14]=[CH:15][C:10]=1[C:9]1[C:5]2[CH:4]=[C:3]([CH2:2][O:19][C:20]3[CH:21]=[CH:22][C:23]([CH:26]([C:32]#[C:33][CH3:34])[CH2:27][C:28]([O:30][CH3:31])=[O:29])=[CH:24][CH:25]=3)[CH:18]=[CH:17][C:6]=2[S:7][CH:8]=1. (3) The product is: [Cl:12][C:3]1[C:2]([CH:19]=[CH2:20])=[CH:7][N:6]=[C:5]([NH:8][C:9](=[O:11])[CH3:10])[CH:4]=1. Given the reactants Br[C:2]1[C:3]([Cl:12])=[CH:4][C:5]([NH:8][C:9](=[O:11])[CH3:10])=[N:6][CH:7]=1.B1(C=C)OB([CH:19]=[CH2:20])OB(C=C)O1.C1C=CN=CC=1.C(=O)([O-])[O-].[Na+].[Na+].C1(C)C=CC=CC=1, predict the reaction product. (4) The product is: [CH2:1]([N:3]([CH2:11][C:12]1[CH:13]=[N:14][CH:15]=[C:16]([C:19]2[CH:20]=[C:21]3[C:25](=[CH:26][CH:27]=2)[N:24]([CH:28]2[CH2:33][CH2:32][CH2:31][CH2:30][O:29]2)[N:23]=[C:22]3[C:34]2[NH:35][C:36]([C:39]([N:82]3[CH2:81][CH2:69][O:88][CH2:86][CH2:83]3)=[O:40])=[CH:37][N:38]=2)[C:17]=1[CH3:18])[C:4](=[O:10])[O:5][C:6]([CH3:7])([CH3:9])[CH3:8])[CH3:2]. Given the reactants [CH2:1]([N:3]([CH2:11][C:12]1[CH:13]=[N:14][CH:15]=[C:16]([C:19]2[CH:20]=[C:21]3[C:25](=[CH:26][CH:27]=2)[N:24]([CH:28]2[CH2:33][CH2:32][CH2:31][CH2:30][O:29]2)[N:23]=[C:22]3[C:34]2[NH:35][C:36]([C:39](NCC3C=NC=CC=3)=[O:40])=[CH:37][N:38]=2)[C:17]=1[CH3:18])[C:4](=[O:10])[O:5][C:6]([CH3:9])([CH3:8])[CH3:7])[CH3:2].C(OC(N(CC1C(C)=C(C2C=C3C(=CC=2)N(C2CCCCO2)N=[C:69]3[C:81]2[NH:82][C:83]([C:86]([OH:88])=O)=CN=2)C=NC=1)CC)=O)(C)(C)C.CCN(CC)CC.N1CCOCC1.CN(C(ON1N=NC2C=CC=NC1=2)=[N+](C)C)C.F[P-](F)(F)(F)(F)F, predict the reaction product. (5) Given the reactants [CH2:1]([O:8][C:9]([NH:11][C@@H:12]([CH2:35][CH2:36]SC)[C:13]([NH:15][C@H:16]1[CH2:21][CH2:20][C@@H:19]([NH:22][C:23](=[O:29])[O:24][C:25]([CH3:28])([CH3:27])[CH3:26])[CH2:18][C@H:17]1[CH2:30][S:31]([CH3:34])(=[O:33])=[O:32])=[O:14])=[O:10])[C:2]1[CH:7]=[CH:6][CH:5]=[CH:4][CH:3]=1.C([O-])([O-])=O.[Cs+].[Cs+], predict the reaction product. The product is: [CH2:1]([O:8][C:9]([NH:11][C@H:12]1[CH2:35][CH2:36][N:15]([C@H:16]2[CH2:21][CH2:20][C@@H:19]([NH:22][C:23](=[O:29])[O:24][C:25]([CH3:26])([CH3:27])[CH3:28])[CH2:18][C@H:17]2[CH2:30][S:31]([CH3:34])(=[O:33])=[O:32])[C:13]1=[O:14])=[O:10])[C:2]1[CH:3]=[CH:4][CH:5]=[CH:6][CH:7]=1. (6) Given the reactants CO.[C:3]1([C:9]2[CH2:14][CH2:13][N:12]([C:15]([O:17][C:18]([CH3:21])([CH3:20])[CH3:19])=[O:16])[CH2:11][C:10]=2[C:22]([O:24]C)=[O:23])[CH:8]=[CH:7][CH:6]=[CH:5][CH:4]=1.[OH-].[Na+].Cl, predict the reaction product. The product is: [C:18]([O:17][C:15]([N:12]1[CH2:13][CH2:14][C:9]([C:3]2[CH:8]=[CH:7][CH:6]=[CH:5][CH:4]=2)=[C:10]([C:22]([OH:24])=[O:23])[CH2:11]1)=[O:16])([CH3:21])([CH3:19])[CH3:20]. (7) Given the reactants [O:1]1[CH:5]=[CH:4][CH:3]=[C:2]1[C:6]1[CH:7]=[C:8]([CH:12]=[CH:13][CH:14]=1)[C:9]([OH:11])=O.FC(F)(F)C(O)=O.[Cl:22][C:23]1[CH:28]=[CH:27][C:26]([NH:29][C:30]([CH:32]2[CH2:37][CH2:36][CH2:35][NH:34][CH2:33]2)=[O:31])=[CH:25][CH:24]=1.Cl.C(N=C=NCCCN(C)C)C.C(N(C(C)C)CC)(C)C.Cl, predict the reaction product. The product is: [Cl:22][C:23]1[CH:24]=[CH:25][C:26]([NH:29][C:30]([CH:32]2[CH2:37][CH2:36][CH2:35][N:34]([C:9](=[O:11])[C:8]3[CH:12]=[CH:13][CH:14]=[C:6]([C:2]4[O:1][CH:5]=[CH:4][CH:3]=4)[CH:7]=3)[CH2:33]2)=[O:31])=[CH:27][CH:28]=1.